Task: Predict the reactants needed to synthesize the given product.. Dataset: Full USPTO retrosynthesis dataset with 1.9M reactions from patents (1976-2016) (1) Given the product [CH2:1]([N:8]([CH2:28][C@H:29]([OH:51])[CH2:30][O:31][C:32]1[CH:37]=[CH:36][C:35]([O:38][CH2:39][C:40]2[CH:45]=[CH:44][CH:43]=[CH:42][CH:41]=2)=[C:34]([NH:46][S:47]([CH3:50])(=[O:49])=[O:48])[CH:33]=1)[C@H:9]1[CH2:14][CH2:13][C@H:12]([C:15]2[CH:16]=[CH:17][C:18]([O:19][CH2:20][C:21]([OH:23])=[O:22])=[CH:26][CH:27]=2)[CH2:11][CH2:10]1)[C:2]1[CH:3]=[CH:4][CH:5]=[CH:6][CH:7]=1, predict the reactants needed to synthesize it. The reactants are: [CH2:1]([N:8]([CH2:28][C@H:29]([OH:51])[CH2:30][O:31][C:32]1[CH:37]=[CH:36][C:35]([O:38][CH2:39][C:40]2[CH:45]=[CH:44][CH:43]=[CH:42][CH:41]=2)=[C:34]([NH:46][S:47]([CH3:50])(=[O:49])=[O:48])[CH:33]=1)[C@H:9]1[CH2:14][CH2:13][C@H:12]([C:15]2[CH:27]=[CH:26][C:18]([O:19][CH2:20][C:21]([O:23]CC)=[O:22])=[CH:17][CH:16]=2)[CH2:11][CH2:10]1)[C:2]1[CH:7]=[CH:6][CH:5]=[CH:4][CH:3]=1.[OH-].[Na+]. (2) Given the product [Cl:29][C:14]1[CH:15]=[C:16]([CH:26]=[CH:27][C:13]=1[NH:12][C:4]1[N:3]=[C:2]([Cl:1])[C:7]([C:8]([F:11])([F:10])[F:9])=[CH:6][N:5]=1)[CH2:17][P:18](=[O:25])([O:22][CH2:23][CH3:24])[O:19][CH2:20][CH3:21], predict the reactants needed to synthesize it. The reactants are: [Cl:1][C:2]1[C:7]([C:8]([F:11])([F:10])[F:9])=[CH:6][N:5]=[C:4]([NH:12][C:13]2[CH:27]=[CH:26][C:16]([CH2:17][P:18](=[O:25])([O:22][CH2:23][CH3:24])[O:19][CH2:20][CH3:21])=[CH:15][C:14]=2F)[N:3]=1.[Cl:29]C1N=CC(C(F)(F)F)=C(Cl)N=1.C(OP(CC1C=CC(N)=C(Cl)C=1)(=O)OCC)C. (3) The reactants are: [Cl:1][C:2]1[CH:10]=[CH:9][C:5]([C:6](Cl)=[O:7])=[CH:4][C:3]=1[N+:11]([O-:13])=[O:12].Br.[NH2:15][C:16]1[S:17][C:18]([Br:21])=[CH:19][N:20]=1. Given the product [Br:21][C:18]1[S:17][C:16]([NH:15][C:6](=[O:7])[C:5]2[CH:9]=[CH:10][C:2]([Cl:1])=[C:3]([N+:11]([O-:13])=[O:12])[CH:4]=2)=[N:20][CH:19]=1, predict the reactants needed to synthesize it. (4) The reactants are: C(=O)([O-])[O-].[K+].[K+].[C:7]([O:11][C:12]([N:14]1[CH2:19][CH2:18][CH:17](OS(C)(=O)=O)[CH2:16][CH2:15]1)=[O:13])([CH3:10])([CH3:9])[CH3:8].[N+:25]([C:28]1[CH:33]=[CH:32][C:31]([SH:34])=[CH:30][CH:29]=1)([O-:27])=[O:26]. Given the product [C:7]([O:11][C:12]([N:14]1[CH2:15][CH2:16][CH:17]([S:34][C:31]2[CH:32]=[CH:33][C:28]([N+:25]([O-:27])=[O:26])=[CH:29][CH:30]=2)[CH2:18][CH2:19]1)=[O:13])([CH3:8])([CH3:9])[CH3:10], predict the reactants needed to synthesize it. (5) Given the product [Cl:40][C:41]1[CH:46]=[C:45]([NH:47][C:48]2[CH:53]=[CH:52][C:51]([F:54])=[CH:50][C:49]=2[F:55])[CH:44]=[CH:43][C:42]=1[C:56]([C:58]1[CH:63]=[C:62]([C:64]2[N:65]=[N:66][N:67]([CH2:69][CH2:70][OH:71])[CH:68]=2)[CH:61]=[CH:60][C:59]=1[O:78][CH3:79])=[O:57], predict the reactants needed to synthesize it. The reactants are: ClC1C=C(NC2C=CC(F)=CC=2F)C=CC=1C(C1C=C(C2N=NN(CCOC3CCCCO3)C=2)C=CC=1C)=O.[Cl:40][C:41]1[CH:46]=[C:45]([NH:47][C:48]2[CH:53]=[CH:52][C:51]([F:54])=[CH:50][C:49]=2[F:55])[CH:44]=[CH:43][C:42]=1[C:56]([C:58]1[CH:63]=[C:62]([C:64]2[N:65]=[N:66][N:67]([CH2:69][CH2:70][O:71]C3CCCCO3)[CH:68]=2)[CH:61]=[CH:60][C:59]=1[O:78][CH3:79])=[O:57]. (6) Given the product [CH3:1][C@@H:2]1[NH:3][CH2:4][CH2:5][N:6]([C:8]([C:10]2[CH:19]=[CH:18][C:17]3[C:12](=[CH:13][CH:14]=[C:15]([O:20][C:21]4[CH:26]=[CH:25][C:24]([C:27]([F:30])([F:28])[F:29])=[CH:23][N:22]=4)[CH:16]=3)[N:11]=2)=[O:9])[CH2:7]1, predict the reactants needed to synthesize it. The reactants are: [CH3:1][C@H:2]1[CH2:7][N:6]([C:8]([C:10]2[CH:19]=[CH:18][C:17]3[C:12](=[CH:13][CH:14]=[C:15]([O:20][C:21]4[CH:26]=[CH:25][C:24]([C:27]([F:30])([F:29])[F:28])=[CH:23][N:22]=4)[CH:16]=3)[N:11]=2)=[O:9])[CH2:5][CH2:4][N:3]1C(OC(C)(C)C)=O.FC(F)(F)C1C=CC(OC2C=C3C(=CC=2)N=C(C(N2CCN(C(OC(C)(C)C)=O)CC2)=O)C=C3)=NC=1.